Dataset: Catalyst prediction with 721,799 reactions and 888 catalyst types from USPTO. Task: Predict which catalyst facilitates the given reaction. (1) Reactant: [F:1][C:2]1[CH:3]=[C:4]([C:8]2[CH:9]=[C:10]3[C:14](=[CH:15][CH:16]=2)[NH:13][CH2:12][CH2:11]3)[CH:5]=[N:6][CH:7]=1.[C:17](Cl)(=[O:19])[CH3:18]. Product: [F:1][C:2]1[CH:3]=[C:4]([C:8]2[CH:9]=[C:10]3[C:14](=[CH:15][CH:16]=2)[N:13]([C:17](=[O:19])[CH3:18])[CH2:12][CH2:11]3)[CH:5]=[N:6][CH:7]=1. The catalyst class is: 2. (2) Product: [N+:19]([C:16]1[S:15][C:14]([N:1]2[CH2:6][CH2:5][NH:4][CH2:3][CH2:2]2)=[N:18][CH:17]=1)([O-:21])=[O:20]. The catalyst class is: 10. Reactant: [NH:1]1[CH2:6][CH2:5][NH:4][CH2:3][CH2:2]1.C(=O)([O-])[O-].[K+].[K+].Br[C:14]1[S:15][C:16]([N+:19]([O-:21])=[O:20])=[CH:17][N:18]=1.O. (3) Reactant: [Cl:1][C:2]1[CH:3]=[C:4]([CH:13]=[CH:14][C:15]=1[NH:16][C:17]([C:19]1[CH:23]=[C:22]([C:24]2[CH:29]=[CH:28][C:27]([O:30][CH:31]([CH3:33])[CH3:32])=[C:26]([Cl:34])[CH:25]=2)[O:21][N:20]=1)=[O:18])[CH2:5][N:6]1[CH2:9][CH:8]([C:10]([OH:12])=[O:11])[CH2:7]1.[C:35]1(S(O)(=O)=O)C=CC=CC=1. Product: [Cl:1][C:2]1[CH:3]=[C:4]([CH:13]=[CH:14][C:15]=1[NH:16][C:17]([C:19]1[CH:23]=[C:22]([C:24]2[CH:29]=[CH:28][C:27]([O:30][CH:31]([CH3:32])[CH3:33])=[C:26]([Cl:34])[CH:25]=2)[O:21][N:20]=1)=[O:18])[CH2:5][N:6]1[CH2:9][CH:8]([C:10]([O:12][CH3:35])=[O:11])[CH2:7]1. The catalyst class is: 382. (4) Reactant: [CH3:1][C:2]([O:5][C:6]([NH:8][CH2:9][C:10]([OH:12])=O)=[O:7])([CH3:4])[CH3:3].C(N1CCOCC1)C.C1C=CC2N(O)N=NC=2C=1.C(Cl)CCl.Cl.[CH3:36][CH:37]([O:39][C:40]1[CH:47]=[CH:46][C:45]([C:48]2[O:52][N:51]=[C:50]([C:53]3[CH:63]=[CH:62][C:56]4[CH2:57][CH2:58][NH:59][CH2:60][CH2:61][C:55]=4[CH:54]=3)[N:49]=2)=[CH:44][C:41]=1[C:42]#[N:43])[CH3:38]. Product: [C:42]([C:41]1[CH:44]=[C:45]([C:48]2[O:52][N:51]=[C:50]([C:53]3[CH:63]=[CH:62][C:56]4[CH2:57][CH2:58][N:59]([C:10](=[O:12])[CH2:9][NH:8][C:6](=[O:7])[O:5][C:2]([CH3:1])([CH3:3])[CH3:4])[CH2:60][CH2:61][C:55]=4[CH:54]=3)[N:49]=2)[CH:46]=[CH:47][C:40]=1[O:39][CH:37]([CH3:38])[CH3:36])#[N:43]. The catalyst class is: 3. (5) Reactant: [N:1]1([C:7]2[CH:12]=[CH:11][C:10]([C:13](=[O:15])[CH3:14])=[CH:9][CH:8]=2)[CH2:6][CH2:5][NH:4][CH2:3][CH2:2]1.[O:16]([C:18]#[N:19])[Na].CC(O)=O. Product: [C:13]([C:10]1[CH:9]=[CH:8][C:7]([N:1]2[CH2:6][CH2:5][N:4]([C:18]([NH2:19])=[O:16])[CH2:3][CH2:2]2)=[CH:12][CH:11]=1)(=[O:15])[CH3:14]. The catalyst class is: 2. (6) Reactant: [OH:1][C:2]([CH3:29])([CH3:28])[CH:3]([C:22]1[CH:23]=[N:24][CH:25]=[CH:26][CH:27]=1)[O:4][C:5]1[C:6]([NH:15][S:16]([CH2:19][CH2:20][CH3:21])(=[O:18])=[O:17])=[N:7][C:8]2[C:13]([N:14]=1)=[CH:12][CH:11]=[CH:10][CH:9]=2.ClC1C=CC=C(C(OO)=[O:38])C=1. Product: [OH:1][C:2]([CH3:28])([CH3:29])[CH:3]([C:22]1[CH:23]=[N+:24]([O-:38])[CH:25]=[CH:26][CH:27]=1)[O:4][C:5]1[C:6]([NH:15][S:16]([CH2:19][CH2:20][CH3:21])(=[O:18])=[O:17])=[N:7][C:8]2[C:13](=[CH:12][CH:11]=[CH:10][CH:9]=2)[N:14]=1. The catalyst class is: 4. (7) Reactant: [N+:1]([C:4]1[CH:5]=[N:6][NH:7][CH:8]=1)([O-:3])=[O:2].C([O-])([O-])=O.[K+].[K+].[C:15]([C:17]1[CH:18]=[C:19]([CH:22]=[CH:23][CH:24]=1)[CH2:20]Br)#[N:16]. Product: [N+:1]([C:4]1[CH:5]=[N:6][N:7]([CH2:20][C:19]2[CH:18]=[C:17]([CH:24]=[CH:23][CH:22]=2)[C:15]#[N:16])[CH:8]=1)([O-:3])=[O:2]. The catalyst class is: 508.